From a dataset of Catalyst prediction with 721,799 reactions and 888 catalyst types from USPTO. Predict which catalyst facilitates the given reaction. (1) Reactant: [NH:1]1[CH2:6][CH2:5][CH:4]([NH:7][C:8](=[O:14])[O:9][C:10]([CH3:13])([CH3:12])[CH3:11])[CH2:3][CH2:2]1.Br[CH2:16][CH2:17][OH:18].C(N(CC)CC)C.ClCCl.CO. Product: [C:10]([O:9][C:8](=[O:14])[NH:7][CH:4]1[CH2:3][CH2:2][N:1]([CH2:16][CH2:17][OH:18])[CH2:6][CH2:5]1)([CH3:11])([CH3:13])[CH3:12]. The catalyst class is: 10. (2) Reactant: [CH3:1][O:2][C:3](=[O:15])[C:4]1[CH:13]=[C:12]([OH:14])[CH:11]=[C:6]([C:7]([O:9][CH3:10])=[O:8])[CH:5]=1.I[CH:17]([CH3:19])[CH3:18].C(=O)([O-])[O-].[K+].[K+].[Cl-]. Product: [CH3:10][O:9][C:7](=[O:8])[C:6]1[CH:11]=[C:12]([O:14][CH:17]([CH3:19])[CH3:18])[CH:13]=[C:4]([C:3]([O:2][CH3:1])=[O:15])[CH:5]=1. The catalyst class is: 372. (3) Reactant: [Cl:1][C:2]1[C:10]2[C:9]([O:11][C:12]3[CH:13]=[C:14]([NH:19][C:20](=[O:23])[CH:21]=[CH2:22])[CH:15]=[C:16]([F:18])[CH:17]=3)=[N:8][C:7]([NH:24][C:25]3[CH:30]=[CH:29][C:28]([N:31]4[CH2:36][CH2:35][N:34]([CH3:37])[CH2:33][CH2:32]4)=[CH:27][C:26]=3[O:38][CH3:39])=[N:6][C:5]=2[N:4](COCC[Si](C)(C)C)[CH:3]=1.C(O)(C(F)(F)F)=O. Product: [Cl:1][C:2]1[C:10]2[C:9]([O:11][C:12]3[CH:13]=[C:14]([NH:19][C:20](=[O:23])[CH:21]=[CH2:22])[CH:15]=[C:16]([F:18])[CH:17]=3)=[N:8][C:7]([NH:24][C:25]3[CH:30]=[CH:29][C:28]([N:31]4[CH2:36][CH2:35][N:34]([CH3:37])[CH2:33][CH2:32]4)=[CH:27][C:26]=3[O:38][CH3:39])=[N:6][C:5]=2[NH:4][CH:3]=1. The catalyst class is: 2. (4) Reactant: C[Si]([C:5]#[C:6][C:7]1[N:11]2[N:12]=[C:13]([C:16]3[CH:26]=[CH:25][C:19]([C:20]([O:22]CC)=[O:21])=[CH:18][CH:17]=3)[CH:14]=[CH:15][C:10]2=[N:9][CH:8]=1)(C)C.[Li+].[OH-]. The catalyst class is: 278. Product: [C:6]([C:7]1[N:11]2[N:12]=[C:13]([C:16]3[CH:26]=[CH:25][C:19]([C:20]([OH:22])=[O:21])=[CH:18][CH:17]=3)[CH:14]=[CH:15][C:10]2=[N:9][CH:8]=1)#[CH:5]. (5) Reactant: [CH3:1][C:2]1[CH:3]=[C:4]([NH:17][C:18]2[N:23]=[C:22]([C:24]([F:27])([F:26])[F:25])[CH:21]=[CH:20][N:19]=2)[CH:5]=[C:6](B2OC(C)(C)C(C)(C)O2)[CH:7]=1.Br[C:29]1[S:33][C:32]([C:34]2([C:44]#[N:45])[CH2:43][CH2:42][C:37]3([O:41][CH2:40][CH2:39][O:38]3)[CH2:36][CH2:35]2)=[N:31][CH:30]=1.C(=O)([O-])[O-].[Cs+].[Cs+].CC(C1C=C(C(C)C)C(C2C=CC=CC=2P(C2CCCCC2)C2CCCCC2)=C(C(C)C)C=1)C. Product: [CH3:1][C:2]1[CH:7]=[C:6]([C:29]2[S:33][C:32]([C:34]3([C:44]#[N:45])[CH2:43][CH2:42][C:37]4([O:41][CH2:40][CH2:39][O:38]4)[CH2:36][CH2:35]3)=[N:31][CH:30]=2)[CH:5]=[C:4]([NH:17][C:18]2[N:23]=[C:22]([C:24]([F:27])([F:25])[F:26])[CH:21]=[CH:20][N:19]=2)[CH:3]=1. The catalyst class is: 110. (6) Reactant: [OH:1][C:2]1[CH:15]=[CH:14][C:5]([CH2:6][CH:7]2[S:11][C:10](=[O:12])[NH:9][C:8]2=[O:13])=[CH:4][CH:3]=1.CC(C)([O-])C.[K+].Br[CH2:23][C:24]([C:26]1[CH:31]=[CH:30][CH:29]=[C:28]([O:32][CH3:33])[CH:27]=1)=[O:25]. Product: [CH3:33][O:32][C:28]1[CH:27]=[C:26]([C:24](=[O:25])[CH2:23][O:1][C:2]2[CH:15]=[CH:14][C:5]([CH2:6][CH:7]3[S:11][C:10](=[O:12])[NH:9][C:8]3=[O:13])=[CH:4][CH:3]=2)[CH:31]=[CH:30][CH:29]=1. The catalyst class is: 16. (7) Reactant: [Cl:1][C:2]1[CH:7]=[CH:6][C:5]([C:8]2[S:9][C:10]([C:16]([OH:18])=[O:17])=[C:11]([CH2:13][CH2:14]O)[N:12]=2)=[CH:4][CH:3]=1.C1(C)C=CC=CC=1. Product: [Cl:1][C:2]1[CH:3]=[CH:4][C:5]([C:8]2[S:9][C:10]3[C:16](=[O:17])[O:18][CH2:14][CH2:13][C:11]=3[N:12]=2)=[CH:6][CH:7]=1. The catalyst class is: 2.